This data is from Forward reaction prediction with 1.9M reactions from USPTO patents (1976-2016). The task is: Predict the product of the given reaction. (1) Given the reactants Cl[C:2]1[N:3]=[C:4]([NH:13][C:14]2[CH:19]=[CH:18][C:17]([N:20]3[CH2:25][CH2:24][CH:23]([N:26]4[CH2:31][CH2:30][N:29]([CH3:32])[CH2:28][CH2:27]4)[CH2:22][CH2:21]3)=[C:16]([CH3:33])[CH:15]=2)[C:5]([C:10]([NH2:12])=[O:11])=[N:6][C:7]=1[CH2:8][CH3:9].[NH2:34][CH2:35][CH:36]1[CH2:39][N:38]([C:40]([O:42][C:43]([CH3:46])([CH3:45])[CH3:44])=[O:41])[CH2:37]1.C(=O)([O-])[O-].[K+].[K+].CN1CCCC1=O, predict the reaction product. The product is: [C:10]([C:5]1[N:6]=[C:7]([CH2:8][CH3:9])[C:2]([NH:34][CH2:35][CH:36]2[CH2:39][N:38]([C:40]([O:42][C:43]([CH3:46])([CH3:45])[CH3:44])=[O:41])[CH2:37]2)=[N:3][C:4]=1[NH:13][C:14]1[CH:19]=[CH:18][C:17]([N:20]2[CH2:25][CH2:24][CH:23]([N:26]3[CH2:31][CH2:30][N:29]([CH3:32])[CH2:28][CH2:27]3)[CH2:22][CH2:21]2)=[C:16]([CH3:33])[CH:15]=1)(=[O:11])[NH2:12]. (2) Given the reactants Cl.[CH3:2][O:3][C:4]([C:6]1([NH2:12])[CH2:11][CH2:10][S:9][CH2:8][CH2:7]1)=[O:5].[OH:13][C:14]1[C:22]([CH3:23])=[CH:21][CH:20]=[CH:19][C:15]=1[C:16](O)=[O:17].CN(C(ON1N=NC2C=CC=NC1=2)=[N+](C)C)C.F[P-](F)(F)(F)(F)F.CCN(C(C)C)C(C)C, predict the reaction product. The product is: [CH3:2][O:3][C:4]([C:6]1([NH:12][C:16](=[O:17])[C:15]2[CH:19]=[CH:20][CH:21]=[C:22]([CH3:23])[C:14]=2[OH:13])[CH2:7][CH2:8][S:9][CH2:10][CH2:11]1)=[O:5]. (3) Given the reactants [CH:1](/[OH:6])=[CH:2]/[CH2:3][CH2:4][OH:5].CS(O[CH2:12][CH2:13][CH2:14][C:15]([F:39])([F:38])[C:16]([F:37])([F:36])[C:17]([F:35])([F:34])[C:18]([F:33])([F:32])[C:19]([F:31])([F:30])[C:20]([F:29])([F:28])[C:21]([F:27])([F:26])[C:22]([F:25])([F:24])[F:23])(=O)=O.[OH-].[K+].O, predict the reaction product. The product is: [F:38][C:15]([F:39])([CH2:14][CH2:13][CH2:12][O:6][CH2:1][CH2:2][CH:3]=[CH:4][OH:5])[C:16]([F:36])([F:37])[C:17]([F:34])([F:35])[C:18]([F:32])([F:33])[C:19]([F:30])([F:31])[C:20]([F:29])([F:28])[C:21]([F:27])([F:26])[C:22]([F:25])([F:24])[F:23]. (4) The product is: [CH3:11][C:12]1[CH:21]=[CH:20][C:19]2[C:14](=[CH:15][CH:16]=[C:17]([C:2]3[CH:7]=[CH:6][CH:5]=[CH:4][C:3]=3[C:8]#[C:9][CH3:10])[CH:18]=2)[CH:13]=1. Given the reactants Br[C:2]1[CH:7]=[CH:6][CH:5]=[CH:4][C:3]=1[C:8]#[C:9][CH3:10].[CH3:11][C:12]1[CH:13]=[C:14]2[C:19](=[CH:20][CH:21]=1)[CH:18]=[C:17](B(O)O)[CH:16]=[CH:15]2.C(=O)([O-])[O-].[K+].[K+], predict the reaction product. (5) Given the reactants [Cl:1][C:2]1[N:7]=[C:6](I)[C:5]([OH:9])=[CH:4][CH:3]=1.C(N(CC)CC)C.[C:17]([O:21][C:22]([N:24]1[CH2:29][CH2:28][CH:27]([C:30]#[CH:31])[CH2:26][CH2:25]1)=[O:23])([CH3:20])([CH3:19])[CH3:18], predict the reaction product. The product is: [C:17]([O:21][C:22]([N:24]1[CH2:29][CH2:28][CH:27]([C:30]2[O:9][C:5]3[C:6](=[N:7][C:2]([Cl:1])=[CH:3][CH:4]=3)[CH:31]=2)[CH2:26][CH2:25]1)=[O:23])([CH3:20])([CH3:19])[CH3:18]. (6) Given the reactants C1(C)C=CC(S(N2CCCC2C(NC(C)C(O)=O)=O)(=O)=O)=CC=1.[CH3:24][S:25]([NH:28][C:29]1[CH:34]=[CH:33][C:32]([CH2:35][CH:36]([NH:40][C:41]([CH:43]2[CH2:47][CH2:46][CH2:45][N:44]2[S:48]([C:51]2[CH:56]=[CH:55][C:54]([CH3:57])=[CH:53][CH:52]=2)(=[O:50])=[O:49])=[O:42])[C:37]([OH:39])=[O:38])=[CH:31][CH:30]=1)(=[O:27])=[O:26], predict the reaction product. The product is: [C:54]1([CH3:57])[CH:55]=[CH:56][C:51]([S:48]([N:44]2[CH2:45][CH2:46][CH2:47][C@H:43]2[C:41]([NH:40][C@H:36]([C:37]([OH:39])=[O:38])[CH2:35][C:32]2[CH:33]=[CH:34][C:29]([NH:28][S:25]([CH3:24])(=[O:26])=[O:27])=[CH:30][CH:31]=2)=[O:42])(=[O:49])=[O:50])=[CH:52][CH:53]=1. (7) Given the reactants [CH3:1][O:2][C:3]1[CH:8]=[CH:7][C:6]([C:9]([O-:11])=[O:10])=[CH:5][N:4]=1.[Cl:12][C:13]1[CH:18]=[CH:17][CH:16]=[CH:15][C:14]=1[NH:19][C:20](=[O:34])[NH:21][C:22]1[CH:27]=[CH:26][C:25]([CH2:28][C:29]([OH:31])=O)=[CH:24][C:23]=1[O:32][CH3:33].CCN=C=N[CH2:40][CH2:41][CH2:42][N:43]([CH3:45])C.Cl.[CH3:47]N(C=O)C, predict the reaction product. The product is: [Cl:12][C:13]1[CH:18]=[CH:17][CH:16]=[CH:15][C:14]=1[NH:19][C:20](=[O:34])[NH:21][C:22]1[CH:27]=[CH:26][C:25]([CH2:28][C:29]([N:43]2[CH2:42][CH2:41][CH2:40][CH:45]2[CH2:1][O:2][C:3]2[CH:8]=[CH:7][C:6]([C:9]([O:11][CH3:47])=[O:10])=[CH:5][N:4]=2)=[O:31])=[CH:24][C:23]=1[O:32][CH3:33]. (8) Given the reactants [F:1][C:2]1[CH:7]=[CH:6][C:5]([C:8]2[CH2:9][CH2:10][CH2:11][C:12]3[CH:24]=[C:23]([O:25][CH3:26])[CH:22]=[CH:21][C:13]=3[C:14]=2[C:15]#[C:16][CH2:17][CH2:18][CH2:19][OH:20])=[CH:4][C:3]=1[O:27][CH3:28], predict the reaction product. The product is: [F:1][C:2]1[CH:7]=[CH:6][C:5]([C:8]2[CH2:9][CH2:10][CH2:11][C:12]3[CH:24]=[C:23]([O:25][CH3:26])[CH:22]=[CH:21][C:13]=3[C:14]=2[CH2:15][CH2:16][CH2:17][CH2:18][CH2:19][OH:20])=[CH:4][C:3]=1[O:27][CH3:28].